Task: Predict which catalyst facilitates the given reaction.. Dataset: Catalyst prediction with 721,799 reactions and 888 catalyst types from USPTO (1) Reactant: [Li]CCCC.CN(C)S([N:11]1[CH:15]=[CH:14][N:13]=[C:12]1[CH2:16][N:17]1[CH2:22][CH2:21][O:20][CH2:19][CH2:18]1)(=O)=O.CN([CH:27]=[O:28])C.Cl.C([O-])(O)=O.[Na+]. Product: [O:20]1[CH2:21][CH2:22][N:17]([CH2:16][C:12]2[NH:13][C:14]([CH:27]=[O:28])=[CH:15][N:11]=2)[CH2:18][CH2:19]1. The catalyst class is: 1. (2) Reactant: C([O:4][CH2:5][C:6]1[C:7]([N:35]2[CH2:47][CH2:46][N:38]3[C:39]4[CH2:40][CH2:41][CH2:42][CH2:43][C:44]=4[CH:45]=[C:37]3[C:36]2=[O:48])=[N:8][CH:9]=[CH:10][C:11]=1[C:12]1[CH:17]=[C:16]([NH:18][C:19]2[CH:24]=[CH:23][C:22]([C:25]([N:27]3[CH2:32][CH2:31][O:30][CH2:29][CH2:28]3)=[O:26])=[CH:21][N:20]=2)[C:15](=[O:33])[N:14]([CH3:34])[N:13]=1)(=O)C.[OH-].[Li+]. Product: [OH:4][CH2:5][C:6]1[C:7]([N:35]2[CH2:47][CH2:46][N:38]3[C:39]4[CH2:40][CH2:41][CH2:42][CH2:43][C:44]=4[CH:45]=[C:37]3[C:36]2=[O:48])=[N:8][CH:9]=[CH:10][C:11]=1[C:12]1[CH:17]=[C:16]([NH:18][C:19]2[CH:24]=[CH:23][C:22]([C:25]([N:27]3[CH2:32][CH2:31][O:30][CH2:29][CH2:28]3)=[O:26])=[CH:21][N:20]=2)[C:15](=[O:33])[N:14]([CH3:34])[N:13]=1. The catalyst class is: 854. (3) Reactant: [CH3:1][C@H:2]1[CH2:7][O:6][CH2:5][CH2:4][N:3]1[C:8]1[CH:13]=[C:12]([CH2:14][S:15]([C:18]2[CH:23]=[CH:22][CH:21]=[CH:20][CH:19]=2)(=[O:17])=[O:16])[N:11]=[C:10]([C:24]2[CH:29]=[CH:28][C:27]([NH:30]C(=O)OC(C)(C)C)=[CH:26][CH:25]=2)[N:9]=1.FC(F)(F)C(O)=O. Product: [CH3:1][C@H:2]1[CH2:7][O:6][CH2:5][CH2:4][N:3]1[C:8]1[CH:13]=[C:12]([CH2:14][S:15]([C:18]2[CH:19]=[CH:20][CH:21]=[CH:22][CH:23]=2)(=[O:17])=[O:16])[N:11]=[C:10]([C:24]2[CH:25]=[CH:26][C:27]([NH2:30])=[CH:28][CH:29]=2)[N:9]=1. The catalyst class is: 2. (4) Reactant: [Br:1][C:2]1[CH:7]=[CH:6][C:5]([S:8](Cl)(=[O:10])=[O:9])=[CH:4][CH:3]=1.Cl.[F:13][C:14]1([F:18])[CH2:17][NH:16][CH2:15]1.C(N(CC)CC)C.Cl. Product: [Br:1][C:2]1[CH:7]=[CH:6][C:5]([S:8]([N:16]2[CH2:17][C:14]([F:18])([F:13])[CH2:15]2)(=[O:10])=[O:9])=[CH:4][CH:3]=1. The catalyst class is: 2. (5) Product: [Cl:17][CH2:18][C:19]([N:7]1[C:8]2[CH:15]=[CH:14][CH:13]=[CH:12][C:9]=2[CH2:10][CH2:11][C:5]2[CH:4]=[CH:3][C:2]([Cl:1])=[CH:16][C:6]1=2)=[O:20]. The catalyst class is: 11. Reactant: [Cl:1][C:2]1[CH:3]=[CH:4][C:5]2[CH2:11][CH2:10][C:9]3[CH:12]=[CH:13][CH:14]=[CH:15][C:8]=3[NH:7][C:6]=2[CH:16]=1.[Cl:17][CH2:18][C:19](Cl)=[O:20]. (6) Reactant: [Br:1][C:2]1[CH:3]=[C:4]2[C:9](=[CH:10][CH:11]=1)[N:8]=[CH:7][C:6]([N+:12]([O-:14])=[O:13])=[C:5]2[CH:15](C(OCC)=O)C(OCC)=O.[OH-].[Na+]. Product: [Br:1][C:2]1[CH:3]=[C:4]2[C:9](=[CH:10][CH:11]=1)[N:8]=[CH:7][C:6]([N+:12]([O-:14])=[O:13])=[C:5]2[CH3:15]. The catalyst class is: 33. (7) Reactant: Br[C:2]1[C:7]2=[N:8][C:9]([C:12]([O:14][CH3:15])=[O:13])=[CH:10][N:11]=[C:6]2[CH:5]=[N:4][CH:3]=1.C(=O)([O-])[O-].[Cs+].[Cs+].C1(P(C2C=CC=CC=2)C2C=CC3C(=CC=CC=3)C=2C2C3C(=CC=CC=3)C=CC=2P(C2C=CC=CC=2)C2C=CC=CC=2)C=CC=CC=1.[F:68][C:69]1([F:75])[CH2:74][CH2:73][NH:72][CH2:71][CH2:70]1. Product: [F:68][C:69]1([F:75])[CH2:74][CH2:73][N:72]([C:2]2[C:7]3=[N:8][C:9]([C:12]([O:14][CH3:15])=[O:13])=[CH:10][N:11]=[C:6]3[CH:5]=[N:4][CH:3]=2)[CH2:71][CH2:70]1. The catalyst class is: 487.